Predict the product of the given reaction. From a dataset of Forward reaction prediction with 1.9M reactions from USPTO patents (1976-2016). (1) Given the reactants [Cl:1][C:2]1[CH:22]=[C:21]([Cl:23])[CH:20]=[CH:19][C:3]=1[O:4][CH2:5][CH2:6][CH2:7][N:8]([CH2:16][C:17]#[CH:18])C(=O)OC(C)(C)C.[C:24]([OH:30])([C:26]([F:29])([F:28])[F:27])=[O:25].CC(OC)(C)C.CCCCCC, predict the reaction product. The product is: [F:27][C:26]([F:29])([F:28])[C:24]([O-:30])=[O:25].[Cl:1][C:2]1[CH:22]=[C:21]([Cl:23])[CH:20]=[CH:19][C:3]=1[O:4][CH2:5][CH2:6][CH2:7][NH2+:8][CH2:16][C:17]#[CH:18]. (2) Given the reactants [CH3:1][O:2][C:3](=[O:26])[C:4](O)([C:21]([F:24])([F:23])[F:22])[C:5]1[C:9](=[O:10])[N:8]([C:11]2[CH:16]=[CH:15][CH:14]=[CH:13][CH:12]=2)[NH:7][C:6]=1[C:17]([F:20])([F:19])[F:18].S(Cl)(Cl)=O, predict the reaction product. The product is: [CH3:1][O:2][C:3](=[O:26])[C:4](=[C:5]1[C:9](=[O:10])[N:8]([C:11]2[CH:12]=[CH:13][CH:14]=[CH:15][CH:16]=2)[N:7]=[C:6]1[C:17]([F:19])([F:20])[F:18])[C:21]([F:24])([F:23])[F:22]. (3) Given the reactants [NH:1]1[C:9]2[C:4](=[CH:5][CH:6]=[C:7]([C:10]([OH:12])=O)[CH:8]=2)[CH:3]=[CH:2]1.[NH:13]1[CH2:18][CH2:17][CH2:16][C@@H:15]2[C:19]3[CH:20]=[CH:21][CH:22]=[CH:23][C:24]=3[CH2:25][C@H:14]12.F[P-](F)(F)(F)(F)F.N1(OC(N(C)C)=[N+](C)C)C2N=CC=CC=2N=N1, predict the reaction product. The product is: [N:13]1([C:10]([C:7]2[CH:8]=[C:9]3[C:4]([CH:3]=[CH:2][NH:1]3)=[CH:5][CH:6]=2)=[O:12])[CH2:18][CH2:17][CH2:16][C@@H:15]2[C:19]3[CH:20]=[CH:21][CH:22]=[CH:23][C:24]=3[CH2:25][C@H:14]12. (4) Given the reactants [NH2:1][C:2]1[CH:3]=[C:4]([CH:8]2[C:17]([CH3:19])([CH3:18])[CH2:16][C:15]3[C:10](=[CH:11][CH:12]=[C:13]([C:20]([OH:22])=[O:21])[CH:14]=3)[NH:9]2)[CH:5]=[CH:6][CH:7]=1.C(N(CC)CC)C.[F:30][C:31]1[CH:32]=[C:33]([N:37]=[C:38]=[O:39])[CH:34]=[CH:35][CH:36]=1, predict the reaction product. The product is: [F:30][C:31]1[CH:32]=[C:33]([NH:37][C:38](=[O:39])[NH:1][C:2]2[CH:3]=[C:4]([CH:8]3[C:17]([CH3:18])([CH3:19])[CH2:16][C:15]4[C:10](=[CH:11][CH:12]=[C:13]([C:20]([OH:22])=[O:21])[CH:14]=4)[NH:9]3)[CH:5]=[CH:6][CH:7]=2)[CH:34]=[CH:35][CH:36]=1. (5) Given the reactants [CH3:1][C:2]1([CH3:20])[C:6]([CH3:8])([CH3:7])[O:5][B:4]([C:9]2[CH:14]=[CH:13][C:12]([CH:15]([CH2:18][CH3:19])[CH2:16][NH2:17])=[CH:11][CH:10]=2)[O:3]1.[C:21](O[C:21]([O:23][C:24]([CH3:27])([CH3:26])[CH3:25])=[O:22])([O:23][C:24]([CH3:27])([CH3:26])[CH3:25])=[O:22], predict the reaction product. The product is: [CH3:8][C:6]1([CH3:7])[C:2]([CH3:20])([CH3:1])[O:3][B:4]([C:9]2[CH:14]=[CH:13][C:12]([CH:15]([CH2:18][CH3:19])[CH2:16][NH:17][C:21](=[O:22])[O:23][C:24]([CH3:27])([CH3:26])[CH3:25])=[CH:11][CH:10]=2)[O:5]1.